From a dataset of Forward reaction prediction with 1.9M reactions from USPTO patents (1976-2016). Predict the product of the given reaction. (1) Given the reactants Br[C:2]1[CH:3]=[C:4]2[C:9](=[CH:10][C:11]=1[F:12])[N:8]=[CH:7][CH:6]=[CH:5]2.C(=O)([O-])[O-].[Na+].[Na+].C[C:20]([N:22](C)C)=O, predict the reaction product. The product is: [F:12][C:11]1[CH:10]=[C:9]2[C:4]([CH:5]=[CH:6][CH:7]=[N:8]2)=[CH:3][C:2]=1[C:20]#[N:22]. (2) Given the reactants [CH3:1][O:2][CH2:3][CH2:4][N:5]1[C:13]2[C:8](=[CH:9][C:10]([N+:14]([O-])=O)=[CH:11][CH:12]=2)[CH:7]=[CH:6]1.[H][H], predict the reaction product. The product is: [CH3:1][O:2][CH2:3][CH2:4][N:5]1[C:13]2[C:8](=[CH:9][C:10]([NH2:14])=[CH:11][CH:12]=2)[CH:7]=[CH:6]1. (3) Given the reactants Cl[C:2]1[CH:3]=[C:4]([CH:7]=[CH:8][C:9]=1[CH3:10])[C:5]#[N:6].[CH3:11][O:12][C:13]1[CH:14]=[C:15](B(O)O)[CH:16]=[CH:17][CH:18]=1.C1(P(C2CCCCC2)C2C=CC=CC=2C2C=CC=CC=2N(C)C)CCCCC1.[F-].[Cs+], predict the reaction product. The product is: [CH3:11][O:12][C:13]1[CH:18]=[C:17]([C:2]2[C:9]([CH3:10])=[CH:8][CH:7]=[C:4]([C:5]#[N:6])[CH:3]=2)[CH:16]=[CH:15][CH:14]=1. (4) Given the reactants [CH2:1]([N:3]([CH2:6][CH3:7])[CH2:4][CH3:5])[CH3:2].[OH:8][C:9]([CH3:15])([CH3:14])[C:10]([O:12]C)=[O:11], predict the reaction product. The product is: [OH:8][C:9]([CH3:15])([CH3:14])[C:10]([O-:12])=[O:11].[CH2:1]([N+:3]([CH2:6][CH3:7])([CH2:4][CH3:5])[CH3:9])[CH3:2]. (5) Given the reactants [CH3:1][C:2]1[CH:11]=[C:10]2[C:5]([CH:6]=[CH:7][C:8]([N:12]3[CH2:17][CH2:16][NH:15][CH2:14][C:13]3=[O:18])=[N:9]2)=[CH:4][C:3]=1[C:19]#[N:20].[CH3:21][C:22]1[C:30]2[CH2:29][O:28][C:27](=[O:31])[C:26]=2[CH:25]=[CH:24][C:23]=1[C@@H:32]1[CH2:34][O:33]1, predict the reaction product. The product is: [OH:33][C@H:32]([C:23]1[CH:24]=[CH:25][C:26]2[C:27](=[O:31])[O:28][CH2:29][C:30]=2[C:22]=1[CH3:21])[CH2:34][N:15]1[CH2:16][CH2:17][N:12]([C:8]2[CH:7]=[CH:6][C:5]3[C:10](=[CH:11][C:2]([CH3:1])=[C:3]([C:19]#[N:20])[CH:4]=3)[N:9]=2)[C:13](=[O:18])[CH2:14]1. (6) Given the reactants [CH3:1][O:2][CH2:3][CH2:4][NH:5][CH3:6].CN(C=O)C.[Cl:12][C:13]1[CH:14]=[C:15]([CH:29]=[CH:30][C:31]=1[Cl:32])[CH2:16][NH:17][C:18](=[O:28])[NH:19][C:20]1[S:21][CH:22]=[C:23]([C:25]([OH:27])=O)[N:24]=1.CN(C(ON1N=NC2C=CC=CC1=2)=[N+](C)C)C.[B-](F)(F)(F)F, predict the reaction product. The product is: [Cl:12][C:13]1[CH:14]=[C:15]([CH:29]=[CH:30][C:31]=1[Cl:32])[CH2:16][NH:17][C:18](=[O:28])[NH:19][C:20]1[S:21][CH:22]=[C:23]([C:25]([N:5]([CH2:4][CH2:3][O:2][CH3:1])[CH3:6])=[O:27])[N:24]=1. (7) Given the reactants [C:1]([O:5][C:6](=[O:30])[CH2:7][O:8][C:9]1[CH:18]=[CH:17][C:16]([Cl:19])=[C:15]2[C:10]=1[C:11]([CH3:29])=[C:12]([CH2:21][C:22]1[CH:27]=[CH:26][C:25]([Br:28])=[CH:24][CH:23]=1)[C:13](=[O:20])[NH:14]2)([CH3:4])([CH3:3])[CH3:2].Cl[CH:32]([F:34])[F:33], predict the reaction product. The product is: [C:1]([O:5][C:6](=[O:30])[CH2:7][O:8][C:9]1[CH:18]=[CH:17][C:16]([Cl:19])=[C:15]2[C:10]=1[C:11]([CH3:29])=[C:12]([CH2:21][C:22]1[CH:23]=[CH:24][C:25]([Br:28])=[CH:26][CH:27]=1)[C:13]([O:20][CH:32]([F:34])[F:33])=[N:14]2)([CH3:4])([CH3:2])[CH3:3].